This data is from Catalyst prediction with 721,799 reactions and 888 catalyst types from USPTO. The task is: Predict which catalyst facilitates the given reaction. (1) Reactant: [CH:1]([C:3]1[C:4]([CH3:17])=[C:5]2[C:9](=[CH:10][CH:11]=1)[C@@H:8]([CH2:12][C:13]([O:15][CH3:16])=[O:14])[CH2:7][CH2:6]2)=[O:2].OO.[O-:20]Cl=O.[Na+].OS([O-])=O.[Na+]. Product: [C:1]([C:3]1[C:4]([CH3:17])=[C:5]2[C:9](=[CH:10][CH:11]=1)[C@@H:8]([CH2:12][C:13]([O:15][CH3:16])=[O:14])[CH2:7][CH2:6]2)([OH:20])=[O:2]. The catalyst class is: 47. (2) Product: [C:29]([C:17]1[C:18]([C:20]2[C:28]3[C:23](=[CH:24][CH:25]=[CH:26][CH:27]=3)[NH:22][CH:21]=2)=[N:19][C:14]([NH:13][C@@H:10]2[CH2:11][CH2:12][N:8]([C:6]([C:5]3[CH:4]=[CH:3][C:2]([NH:1][C:46](=[O:47])/[CH:45]=[CH:44]/[CH2:43][N:53]4[CH2:54][CH2:55][N:50]([CH3:49])[CH2:51][CH2:52]4)=[CH:32][CH:31]=3)=[O:7])[CH2:9]2)=[N:15][CH:16]=1)#[N:30]. Reactant: [NH2:1][C:2]1[CH:32]=[CH:31][C:5]([C:6]([N:8]2[CH2:12][CH2:11][C@@H:10]([NH:13][C:14]3[N:19]=[C:18]([C:20]4[C:28]5[C:23](=[CH:24][CH:25]=[CH:26][CH:27]=5)[NH:22][CH:21]=4)[C:17]([C:29]#[N:30])=[CH:16][N:15]=3)[CH2:9]2)=[O:7])=[CH:4][CH:3]=1.CCN(C(C)C)C(C)C.Br[CH2:43]/[CH:44]=[CH:45]/[C:46](Cl)=[O:47].[CH3:49][N:50]1[CH2:55][CH2:54][NH:53][CH2:52][CH2:51]1. The catalyst class is: 1.